From a dataset of Forward reaction prediction with 1.9M reactions from USPTO patents (1976-2016). Predict the product of the given reaction. (1) Given the reactants [NH2:1][C:2]1[CH:7]=[CH:6][CH:5]=[C:4]([N:8]2[C:15]3[N:11]([N:12]=[C:13]([C:16]4[CH:17]=[N:18][CH:19]=[CH:20][CH:21]=4)[CH:14]=3)[CH:10]=[CH:9]2)[C:3]=1[OH:22].[C:23]([C:25]1[CH:26]=[C:27]([CH:31]=[C:32]([S:34]([F:39])([F:38])([F:37])([F:36])[F:35])[CH:33]=1)[C:28](O)=[O:29])#[N:24].CN(C(ON1N=NC2C=CC=NC1=2)=[N+](C)C)C.F[P-](F)(F)(F)(F)F.C(N(CC)C(C)C)(C)C, predict the reaction product. The product is: [C:23]([C:25]1[CH:26]=[C:27]([CH:31]=[C:32]([S:34]([F:38])([F:39])([F:35])([F:36])[F:37])[CH:33]=1)[C:28]([NH:1][C:2]1[CH:7]=[CH:6][CH:5]=[C:4]([N:8]2[C:15]3[N:11]([N:12]=[C:13]([C:16]4[CH:17]=[N:18][CH:19]=[CH:20][CH:21]=4)[CH:14]=3)[CH:10]=[CH:9]2)[C:3]=1[OH:22])=[O:29])#[N:24]. (2) Given the reactants C[O:2][C:3]1[CH:4]=[C:5]([CH2:11][CH:12]([NH:14][CH2:15][CH3:16])[CH3:13])[CH:6]=[CH:7][C:8]=1[O:9]C.[BrH:17], predict the reaction product. The product is: [BrH:17].[CH2:15]([NH:14][CH:12]([CH3:13])[CH2:11][C:5]1[CH:4]=[C:3]([OH:2])[C:8]([OH:9])=[CH:7][CH:6]=1)[CH3:16]. (3) Given the reactants [C:1]([C:3]1[CH:8]=[CH:7][C:6]([CH:9]2[C:18]3[C:17](=[O:19])[NH:16][C:15]([CH3:20])=[CH:14][C:13]=3[NH:12][C:11]([CH3:21])=[C:10]2[C:22]#[N:23])=[C:5]([O:24][CH3:25])[CH:4]=1)#[N:2].C(OCC)(OCC)O[CH2:28][CH3:29], predict the reaction product. The product is: [C:1]([C:3]1[CH:8]=[CH:7][C:6]([CH:9]2[C:18]3[C:13](=[CH:14][C:15]([CH3:20])=[N:16][C:17]=3[O:19][CH2:28][CH3:29])[NH:12][C:11]([CH3:21])=[C:10]2[C:22]#[N:23])=[C:5]([O:24][CH3:25])[CH:4]=1)#[N:2]. (4) Given the reactants [CH3:1][C:2]1[C:6]([C:7]2[CH:8]=[C:9](B3OC(C)(C)C(C)(C)O3)[C:10]3[NH:14][C:13](=[O:15])[NH:12][C:11]=3[CH:16]=2)=[C:5]([CH3:26])[O:4][N:3]=1.Br[C:28]1[C:37]2[C:32](=[CH:33][C:34]([F:39])=[CH:35][C:36]=2[F:38])[N:31]=[CH:30][CH:29]=1.C([O-])([O-])=O.[Cs+].[Cs+], predict the reaction product. The product is: [F:38][C:36]1[CH:35]=[C:34]([F:39])[CH:33]=[C:32]2[C:37]=1[C:28]([C:9]1[C:10]3[NH:14][C:13](=[O:15])[NH:12][C:11]=3[CH:16]=[C:7]([C:6]3[C:2]([CH3:1])=[N:3][O:4][C:5]=3[CH3:26])[CH:8]=1)=[CH:29][CH:30]=[N:31]2. (5) Given the reactants [CH:1]([N:4]([CH2:12][C:13]1[CH:18]=[CH:17][CH:16]=[CH:15][CH:14]=1)C1C=CC=C(Br)N=1)([CH3:3])[CH3:2], predict the reaction product. The product is: [CH:1]([NH:4][CH2:12][C:13]1[CH:18]=[CH:17][CH:16]=[CH:15][CH:14]=1)([CH3:3])[CH3:2]. (6) Given the reactants [F:1][C:2]1[CH:3]=[N:4][C:5]([O:11][C:12]2[CH:17]=[CH:16][C:15]([F:18])=[CH:14][CH:13]=2)=[C:6]([CH:10]=1)[C:7]([OH:9])=O.[NH2:19][C:20]([C:23]1[CH:32]=[CH:31][C:26]([C:27]([O:29]C)=[O:28])=[CH:25][CH:24]=1)([CH3:22])[CH3:21], predict the reaction product. The product is: [F:1][C:2]1[CH:10]=[C:6]([C:7]([NH:19][C:20]([C:23]2[CH:32]=[CH:31][C:26]([C:27]([OH:29])=[O:28])=[CH:25][CH:24]=2)([CH3:22])[CH3:21])=[O:9])[C:5]([O:11][C:12]2[CH:17]=[CH:16][C:15]([F:18])=[CH:14][CH:13]=2)=[N:4][CH:3]=1. (7) Given the reactants [C:1]([O:5][C:6]([N:8]([C@H:16]1[CH2:24][O:23][CH2:22][C@H:21]([CH2:25][C:26]2[C:35]3[C:30](=[CH:31][CH:32]=[CH:33][CH:34]=3)[CH:29]=[CH:28][CH:27]=2)[C@@H:20]([O:36][CH:37]2[CH2:41][CH2:40][CH:39]=[CH:38]2)[C@H:19]([CH3:42])[O:18][C:17]1=[O:43])[C:9](=[O:15])[O:10][C:11]([CH3:14])([CH3:13])[CH3:12])=[O:7])([CH3:4])([CH3:3])[CH3:2], predict the reaction product. The product is: [C:11]([O:10][C:9]([N:8]([C@H:16]1[CH2:24][O:23][CH2:22][C@H:21]([CH2:25][C:26]2[C:35]3[C:30](=[CH:31][CH:32]=[CH:33][CH:34]=3)[CH:29]=[CH:28][CH:27]=2)[C@@H:20]([O:36][CH:37]2[CH2:41][CH2:40][CH2:39][CH2:38]2)[C@H:19]([CH3:42])[O:18][C:17]1=[O:43])[C:6](=[O:7])[O:5][C:1]([CH3:3])([CH3:4])[CH3:2])=[O:15])([CH3:12])([CH3:13])[CH3:14].